This data is from Forward reaction prediction with 1.9M reactions from USPTO patents (1976-2016). The task is: Predict the product of the given reaction. (1) Given the reactants Br[C:2]1[N:6]2[CH:7]=[C:8]([NH:11][CH:12]3[CH2:17][CH2:16][CH2:15][CH:14]([OH:18])[CH2:13]3)[CH:9]=[CH:10][C:5]2=[N:4][CH:3]=1.[Cl:19][C:20]1[CH:25]=[C:24](B2OC(C)(C)C(C)(C)O2)[CH:23]=[C:22]([F:35])[N:21]=1.C([O-])([O-])=O.[Na+].[Na+], predict the reaction product. The product is: [Cl:19][C:20]1[CH:25]=[C:24]([C:2]2[N:6]3[CH:7]=[C:8]([NH:11][CH:12]4[CH2:17][CH2:16][CH2:15][CH:14]([OH:18])[CH2:13]4)[CH:9]=[CH:10][C:5]3=[N:4][CH:3]=2)[CH:23]=[C:22]([F:35])[N:21]=1. (2) Given the reactants Cl[C:2]1[C:11]2[C:6](=[C:7]([CH2:12][NH2:13])[CH:8]=[CH:9][CH:10]=2)[N:5]=[CH:4][CH:3]=1.C([O-])([O-])=O.[K+].[K+].[OH:20][C:21]1[CH:29]=[CH:28][C:24]([C:25]([NH2:27])=[O:26])=[CH:23][CH:22]=1, predict the reaction product. The product is: [NH2:13][CH2:12][C:7]1[CH:8]=[CH:9][CH:10]=[C:11]2[C:6]=1[N:5]=[CH:4][CH:3]=[C:2]2[O:20][C:21]1[CH:29]=[CH:28][C:24]([C:25]([NH2:27])=[O:26])=[CH:23][CH:22]=1. (3) Given the reactants [C:1]([OH:9])(=[O:8])[C:2]1[CH:7]=[CH:6][CH:5]=N[CH:3]=1.Cl[CH2:11][Cl:12], predict the reaction product. The product is: [C:1]([O:9][C:5]1[CH:6]=[CH:7][C:2]([C:1]([OH:9])=[O:8])=[CH:3][C:11]=1[Cl:12])(=[O:8])[CH3:2]. (4) Given the reactants [Cl:1][C:2]1[CH:22]=[C:21]([Cl:23])[CH:20]=[CH:19][C:3]=1[CH2:4][N:5]1[C:9]([CH2:10][CH2:11][C:12]([OH:14])=O)=[CH:8][C:7]([O:15][CH:16]([CH3:18])[CH3:17])=[N:6]1.[CH:24]1([S:30]([NH2:33])(=[O:32])=[O:31])[CH2:29][CH2:28][CH2:27][CH2:26][CH2:25]1.N12CCCN=C1CCCCC2, predict the reaction product. The product is: [CH:24]1([S:30]([NH:33][C:12](=[O:14])[CH2:11][CH2:10][C:9]2[N:5]([CH2:4][C:3]3[CH:19]=[CH:20][C:21]([Cl:23])=[CH:22][C:2]=3[Cl:1])[N:6]=[C:7]([O:15][CH:16]([CH3:18])[CH3:17])[CH:8]=2)(=[O:32])=[O:31])[CH2:29][CH2:28][CH2:27][CH2:26][CH2:25]1.